This data is from Forward reaction prediction with 1.9M reactions from USPTO patents (1976-2016). The task is: Predict the product of the given reaction. (1) Given the reactants Br[C:2]1[CH:3]=[CH:4][CH:5]=[C:6]2[C:10]=1[NH:9][C:8]([C:11]([O:13][CH2:14][CH3:15])=[O:12])=[C:7]2[CH2:16][CH2:17][CH2:18][O:19][C:20]1[CH:25]=[C:24]([CH3:26])[C:23]([Cl:27])=[C:22]([CH3:28])[CH:21]=1.[CH3:29][C:30]1[S:31][CH:32]=[CH:33][C:34]=1B(O)O, predict the reaction product. The product is: [Cl:27][C:23]1[C:24]([CH3:26])=[CH:25][C:20]([O:19][CH2:18][CH2:17][CH2:16][C:7]2[C:6]3[C:10](=[C:2]([C:34]4[CH:33]=[CH:32][S:31][C:30]=4[CH3:29])[CH:3]=[CH:4][CH:5]=3)[NH:9][C:8]=2[C:11]([O:13][CH2:14][CH3:15])=[O:12])=[CH:21][C:22]=1[CH3:28]. (2) Given the reactants [NH:1]([CH2:5][CH2:6][OH:7])[CH2:2][CH2:3][OH:4].[Br:8][C:9]1[S:13][C:12]([S:14](Cl)(=[O:16])=[O:15])=[CH:11][CH:10]=1.C(N(CC)CC)C, predict the reaction product. The product is: [OH:4][CH2:3][CH2:2][N:1]([CH2:5][CH2:6][OH:7])[S:14]([C:12]1[S:13][C:9]([Br:8])=[CH:10][CH:11]=1)(=[O:16])=[O:15].